Dataset: Catalyst prediction with 721,799 reactions and 888 catalyst types from USPTO. Task: Predict which catalyst facilitates the given reaction. (1) Product: [CH2:5]([O:4][C:2](=[O:3])[NH:16][CH2:15][C:14]1[CH:17]=[CH:18][C:11]([Br:10])=[CH:12][CH:13]=1)[CH:6]([CH3:8])[CH3:7]. The catalyst class is: 3. Reactant: Cl[C:2]([O:4][CH2:5][CH:6]([CH3:8])[CH3:7])=[O:3].Cl.[Br:10][C:11]1[CH:18]=[CH:17][C:14]([CH2:15][NH2:16])=[CH:13][CH:12]=1.N1C=CC=CC=1.Cl. (2) Reactant: [NH:1]([C:3]1[CH:11]=[CH:10][CH:9]=[CH:8][C:4]=1[C:5]([OH:7])=[O:6])N.[F:12][C:13]([F:35])([F:34])[C:14]1[CH:33]=[CH:32][C:17]2[C:18](=NNC3C=CC=CC=3C(O)=O)[CH2:19][O:20][C:16]=2[CH:15]=1.CC1C=CC(S(O)(=O)=O)=CC=1. Product: [F:35][C:13]([F:12])([F:34])[C:14]1[CH:33]=[CH:32][C:17]2[C:18]3[NH:1][C:3]4[C:11]([C:19]=3[O:20][C:16]=2[CH:15]=1)=[CH:10][CH:9]=[CH:8][C:4]=4[C:5]([OH:7])=[O:6]. The catalyst class is: 40. (3) Reactant: [NH2:1][C:2]1[C:3]([NH:13][CH2:14][CH2:15][CH2:16][OH:17])=[C:4]([CH:9]=[CH:10][C:11]=1[Cl:12])[C:5]([O:7][CH3:8])=[O:6].[N:18]([C:21]1[C:22]([CH3:30])=[CH:23][C:24]([N:27]([CH3:29])[CH3:28])=[N:25][CH:26]=1)=[C:19]=[S:20]. Product: [Cl:12][C:11]1[CH:10]=[CH:9][C:4]([C:5]([O:7][CH3:8])=[O:6])=[C:3]([NH:13][CH2:14][CH2:15][CH2:16][OH:17])[C:2]=1[NH:1][C:19](=[S:20])[NH:18][C:21]1[CH:26]=[N:25][C:24]([N:27]([CH3:29])[CH3:28])=[CH:23][C:22]=1[CH3:30]. The catalyst class is: 7. (4) Product: [CH:26]1([C:11]([C:10]2[S:9][C:8]([NH:17][C:18]([C:20]3[CH:21]=[CH:22][N:23]=[CH:24][CH:25]=3)=[O:19])=[N:7][C:6]=2[C:2]2[O:1][CH:5]=[CH:4][CH:3]=2)=[O:16])[CH2:30][CH2:29][CH2:28][CH2:27]1. Reactant: [O:1]1[CH:5]=[CH:4][CH:3]=[C:2]1[C:6]1[N:7]=[C:8]([NH:17][C:18]([C:20]2[CH:25]=[CH:24][N:23]=[CH:22][CH:21]=2)=[O:19])[S:9][C:10]=1[C:11](=[O:16])N(OC)C.[CH:26]1([Mg]Br)[CH2:30][CH2:29][CH2:28][CH2:27]1.C(OCC)C.[Cl-].[NH4+]. The catalyst class is: 1. (5) Reactant: [CH2:1]([CH:3]1[NH:12][C:11]2[C:6](=[CH:7][C:8]([C:13]([F:16])([F:15])[F:14])=[CH:9][CH:10]=2)[N:5]([CH:17]([C:23]2[CH:28]=[CH:27][CH:26]=[C:25]([O:29][C:30]([F:35])([F:34])[CH:31]([F:33])[F:32])[CH:24]=2)[C:18]2[N:19]=[N:20][NH:21][N:22]=2)[CH2:4]1)[CH3:2].[CH3:36]CN(C(C)C)C(C)C.Cl[C:46]([O:48][CH2:49][CH3:50])=[O:47]. Product: [CH2:1]([CH:3]1[CH2:4][N:5]([CH:17]([C:18]2[N:19]=[N:20][N:21]([CH3:36])[N:22]=2)[C:23]2[CH:28]=[CH:27][CH:26]=[C:25]([O:29][C:30]([F:34])([F:35])[CH:31]([F:32])[F:33])[CH:24]=2)[C:6]2[C:11](=[CH:10][CH:9]=[C:8]([C:13]([F:14])([F:15])[F:16])[CH:7]=2)[N:12]1[C:46]([O:48][CH2:49][CH3:50])=[O:47])[CH3:2]. The catalyst class is: 2. (6) Reactant: [OH:1][C:2]1([CH3:19])[C:7](=[O:8])[CH2:6][CH:5]([C:9]2[CH:14]=[CH:13][N:12]=[CH:11][C:10]=2[N+:15]([O-:17])=[O:16])[O:4][CH:3]1[CH3:18].CC1C=CC=C(C)N=1.FC(F)(F)S(O[Si:34]([C:37]([CH3:40])([CH3:39])[CH3:38])([CH3:36])[CH3:35])(=O)=O.C(=O)(O)[O-].[Na+]. Product: [Si:34]([O:1][C:2]1([CH3:19])[C:7](=[O:8])[CH2:6][CH:5]([C:9]2[CH:14]=[CH:13][N:12]=[CH:11][C:10]=2[N+:15]([O-:17])=[O:16])[O:4][CH:3]1[CH3:18])([C:37]([CH3:40])([CH3:39])[CH3:38])([CH3:36])[CH3:35]. The catalyst class is: 91. (7) Reactant: Cl[C:2]1[C:11]2[C:6](=[CH:7][CH:8]=[C:9]([C:12]([N:14]3[CH2:17][C:16]([F:19])([F:18])[CH2:15]3)=[O:13])[CH:10]=2)[C:5]([NH2:20])=[N:4][CH:3]=1.[CH3:21][N:22]1[C:31]2[C:26](=[CH:27][C:28](B3OC(C)(C)C(C)(C)O3)=[CH:29][CH:30]=2)[CH2:25][CH2:24][C:23]1=[O:41].CC([O-])=O.[K+].CN(C)C=O. Product: [NH2:20][C:5]1[C:6]2[C:11](=[CH:10][C:9]([C:12]([N:14]3[CH2:17][C:16]([F:19])([F:18])[CH2:15]3)=[O:13])=[CH:8][CH:7]=2)[C:2]([C:28]2[CH:27]=[C:26]3[C:31](=[CH:30][CH:29]=2)[N:22]([CH3:21])[C:23](=[O:41])[CH2:24][CH2:25]3)=[CH:3][N:4]=1. The catalyst class is: 6. (8) Reactant: C(OC(=O)[NH:7][C@H:8]([C:33](=[O:40])[NH:34][CH2:35][CH2:36][CH2:37][CH2:38][CH3:39])[CH2:9][C:10]1[CH:15]=[CH:14][CH:13]=[C:12]([N:16]2[CH2:20][C:19](=[O:21])[N:18]([CH2:22][C:23]3[CH:28]=[CH:27][C:26]([O:29][CH3:30])=[CH:25][CH:24]=3)[S:17]2(=[O:32])=[O:31])[CH:11]=1)(C)(C)C.C(O)(C(F)(F)F)=O. Product: [NH2:7][C@@H:8]([CH2:9][C:10]1[CH:15]=[CH:14][CH:13]=[C:12]([N:16]2[CH2:20][C:19](=[O:21])[N:18]([CH2:22][C:23]3[CH:28]=[CH:27][C:26]([O:29][CH3:30])=[CH:25][CH:24]=3)[S:17]2(=[O:31])=[O:32])[CH:11]=1)[C:33]([NH:34][CH2:35][CH2:36][CH2:37][CH2:38][CH3:39])=[O:40]. The catalyst class is: 2. (9) Reactant: [OH:1][C:2]1[N:3]=[CH:4][C:5]2[C:10]([CH:11]=1)=[CH:9][CH:8]=[CH:7][CH:6]=2.[F:12][C:13]([F:26])([F:25])[S:14](O[S:14]([C:13]([F:26])([F:25])[F:12])(=[O:16])=[O:15])(=[O:16])=[O:15]. Product: [F:12][C:13]([F:26])([F:25])[S:14]([O:1][C:2]1[N:3]=[CH:4][C:5]2[C:10]([CH:11]=1)=[CH:9][CH:8]=[CH:7][CH:6]=2)(=[O:16])=[O:15]. The catalyst class is: 17.